This data is from Forward reaction prediction with 1.9M reactions from USPTO patents (1976-2016). The task is: Predict the product of the given reaction. (1) Given the reactants O[C:2]1[CH:7]=[CH:6][C:5]([C:8]2[O:9][C:10]3[C:15]([C:16](=[O:18])[CH:17]=2)=[CH:14][CH:13]=[CH:12][CH:11]=3)=[CH:4][CH:3]=1.[CH3:19][C:20]([O:22]C(C)=O)=[O:21].CCN(CC)CC.O, predict the reaction product. The product is: [O:18]=[C:16]1[C:15]2[C:10](=[CH:11][CH:12]=[CH:13][CH:14]=2)[O:9][C:8]([C:5]2[CH:6]=[CH:7][C:2]([CH2:19][C:20]([OH:22])=[O:21])=[CH:3][CH:4]=2)=[CH:17]1.[C:20]([OH:22])(=[O:21])[CH3:19]. (2) Given the reactants [N+:1]([C:4]1[CH:9]=[CH:8][CH:7]=[CH:6][C:5]=1[C:10]1[CH:19]=[C:18]([C:20](O)=[O:21])[C:17]2[C:12](=[CH:13][CH:14]=[CH:15][CH:16]=2)[N:11]=1)([O-:3])=[O:2].CN(C(ON1[N:39]=[N:38][C:33]2[CH:34]=[CH:35][CH:36]=[CH:37]C1=2)=[N+](C)C)C.F[P-](F)(F)(F)(F)F.C1C=CC2N([OH:56])N=NC=2C=1.C[N:58]([C:60]([O:64]N1N=NC2C=CC=NC1=2)=[N+](C)C)C.F[P-](F)(F)(F)(F)F.C1C=NC2N(O)N=NC=2C=1, predict the reaction product. The product is: [O:56]1[CH:37]=[CH:36][CH:35]=[C:34]1[C:33]1[O:64][C:60]([NH:58][C:20]([C:18]2[C:17]3[C:12](=[CH:13][CH:14]=[CH:15][CH:16]=3)[N:11]=[C:10]([C:5]3[CH:6]=[CH:7][CH:8]=[CH:9][C:4]=3[N+:1]([O-:3])=[O:2])[CH:19]=2)=[O:21])=[N:39][N:38]=1. (3) Given the reactants Br[C:2]1[CH:3]=[C:4]2[C:9](=[CH:10][CH:11]=1)[N:8]=[CH:7][C:6]([C:12](=[O:16])[CH:13]([CH3:15])[CH3:14])=[C:5]2[NH:17][C:18]1[CH:23]=[CH:22][C:21]([CH2:24][N:25]([CH3:27])[CH3:26])=[CH:20][CH:19]=1.[Cl:28][C:29]1[CH:34]=[C:33](B2OC(C)(C)C(C)(C)O2)[CH:32]=[C:31]([Cl:44])[C:30]=1[OH:45], predict the reaction product. The product is: [Cl:28][C:29]1[CH:34]=[C:33]([C:2]2[CH:3]=[C:4]3[C:9](=[CH:10][CH:11]=2)[N:8]=[CH:7][C:6]([C:12](=[O:16])[CH:13]([CH3:15])[CH3:14])=[C:5]3[NH:17][C:18]2[CH:23]=[CH:22][C:21]([CH2:24][N:25]([CH3:27])[CH3:26])=[CH:20][CH:19]=2)[CH:32]=[C:31]([Cl:44])[C:30]=1[OH:45]. (4) Given the reactants Cl.[F:2][C:3]([F:7])([F:6])[CH2:4][NH2:5].Cl.[NH:9]1[CH:13]=[CH:12][C:11](C=O)=[N:10]1.[CH2:16](N(CC)CC)C, predict the reaction product. The product is: [NH:9]1[CH:13]=[C:12]([CH:16]=[N:5][CH2:4][C:3]([F:7])([F:6])[F:2])[CH:11]=[N:10]1.